Task: Predict the reaction yield, written as a fraction of the theoretical maximum amount of product (1.0 means a 100% yield; for example, 0.34 means a 34% yield).. Dataset: Reaction yield outcomes from USPTO patents with 853,638 reactions (1) The reactants are [C:1]([O:5][C:6]([N:8]1[CH2:13][CH2:12][CH2:11][C@@H:10]([C:14](=[O:28])[C:15]2[CH:20]=[CH:19][CH:18]=[CH:17][C:16]=2[O:21][C:22]2[CH:27]=[CH:26][CH:25]=[CH:24][CH:23]=2)[CH2:9]1)=[O:7])([CH3:4])([CH3:3])[CH3:2].[CH3:29][O:30][CH2:31][CH2:32][CH2:33][CH2:34][Mg]Cl. The catalyst is C1COCC1. The product is [OH:28][C@@:14]([C@@H:10]1[CH2:11][CH2:12][CH2:13][N:8]([C:6]([O:5][C:1]([CH3:4])([CH3:2])[CH3:3])=[O:7])[CH2:9]1)([C:15]1[CH:20]=[CH:19][CH:18]=[CH:17][C:16]=1[O:21][C:22]1[CH:23]=[CH:24][CH:25]=[CH:26][CH:27]=1)[CH2:34][CH2:33][CH2:32][CH2:31][O:30][CH3:29]. The yield is 0.260. (2) The reactants are [CH3:1][O:2][C:3]1[CH:17]=[C:16]([O:18][CH3:19])[CH:15]=[CH:14][C:4]=1[CH2:5][N:6]1[CH2:10][CH2:9][CH:8]([F:11])[S:7]1(=[O:13])=[O:12].C([Li])CCC.[F:25]NS(C1C=CC=CC=1)(=O)=O.[Cl-].[NH4+]. The catalyst is O1CCCC1.C(OCC)(=O)C. The product is [CH3:1][O:2][C:3]1[CH:17]=[C:16]([O:18][CH3:19])[CH:15]=[CH:14][C:4]=1[CH2:5][N:6]1[CH2:10][CH2:9][C:8]([F:25])([F:11])[S:7]1(=[O:13])=[O:12]. The yield is 0.0200.